Dataset: Peptide-MHC class I binding affinity with 185,985 pairs from IEDB/IMGT. Task: Regression. Given a peptide amino acid sequence and an MHC pseudo amino acid sequence, predict their binding affinity value. This is MHC class I binding data. (1) The MHC is HLA-B58:01 with pseudo-sequence HLA-B58:01. The binding affinity (normalized) is 0.213. The peptide sequence is YHDPETAAA. (2) The peptide sequence is SLIKEEILFV. The MHC is HLA-A02:03 with pseudo-sequence HLA-A02:03. The binding affinity (normalized) is 0.889. (3) The peptide sequence is AFHHKAREL. The MHC is HLA-B15:01 with pseudo-sequence HLA-B15:01. The binding affinity (normalized) is 0.200. (4) The peptide sequence is HPVLVTATL. The MHC is HLA-B57:01 with pseudo-sequence HLA-B57:01. The binding affinity (normalized) is 0.213. (5) The peptide sequence is QEQMISCKFNM. The MHC is Mamu-A11 with pseudo-sequence Mamu-A11. The binding affinity (normalized) is 0.643. (6) The peptide sequence is KLLIAILGPL. The MHC is HLA-A02:06 with pseudo-sequence HLA-A02:06. The binding affinity (normalized) is 0.773. (7) The peptide sequence is SFKVGHHTNF. The MHC is HLA-A23:01 with pseudo-sequence HLA-A23:01. The binding affinity (normalized) is 0.336. (8) The peptide sequence is VTIKIGGQLK. The MHC is HLA-A03:01 with pseudo-sequence HLA-A03:01. The binding affinity (normalized) is 0.474.